Dataset: NCI-60 drug combinations with 297,098 pairs across 59 cell lines. Task: Regression. Given two drug SMILES strings and cell line genomic features, predict the synergy score measuring deviation from expected non-interaction effect. (1) Drug 1: CC1=C(C=C(C=C1)NC(=O)C2=CC=C(C=C2)CN3CCN(CC3)C)NC4=NC=CC(=N4)C5=CN=CC=C5. Drug 2: C1=NC2=C(N1)C(=S)N=CN2. Cell line: MDA-MB-435. Synergy scores: CSS=17.0, Synergy_ZIP=2.43, Synergy_Bliss=1.17, Synergy_Loewe=-29.8, Synergy_HSA=-1.53. (2) Drug 1: CC1=C(C=C(C=C1)C(=O)NC2=CC(=CC(=C2)C(F)(F)F)N3C=C(N=C3)C)NC4=NC=CC(=N4)C5=CN=CC=C5. Cell line: CAKI-1. Synergy scores: CSS=1.68, Synergy_ZIP=3.00, Synergy_Bliss=-4.45, Synergy_Loewe=-3.40, Synergy_HSA=-5.00. Drug 2: C(CCl)NC(=O)N(CCCl)N=O. (3) Drug 1: C1C(C(OC1N2C=C(C(=O)NC2=O)F)CO)O. Synergy scores: CSS=21.4, Synergy_ZIP=1.67, Synergy_Bliss=1.46, Synergy_Loewe=-5.57, Synergy_HSA=-0.228. Cell line: A498. Drug 2: CC1=C2C(C(=O)C3(C(CC4C(C3C(C(C2(C)C)(CC1OC(=O)C(C(C5=CC=CC=C5)NC(=O)OC(C)(C)C)O)O)OC(=O)C6=CC=CC=C6)(CO4)OC(=O)C)O)C)O. (4) Drug 1: C1CN1P(=S)(N2CC2)N3CC3. Drug 2: CC12CCC3C(C1CCC2O)C(CC4=C3C=CC(=C4)O)CCCCCCCCCS(=O)CCCC(C(F)(F)F)(F)F. Cell line: NCIH23. Synergy scores: CSS=6.95, Synergy_ZIP=-3.10, Synergy_Bliss=3.98, Synergy_Loewe=-7.67, Synergy_HSA=0.780. (5) Drug 2: CC1=C2C(C(=O)C3(C(CC4C(C3C(C(C2(C)C)(CC1OC(=O)C(C(C5=CC=CC=C5)NC(=O)C6=CC=CC=C6)O)O)OC(=O)C7=CC=CC=C7)(CO4)OC(=O)C)O)C)OC(=O)C. Cell line: KM12. Drug 1: CC1=CC2C(CCC3(C2CCC3(C(=O)C)OC(=O)C)C)C4(C1=CC(=O)CC4)C. Synergy scores: CSS=45.0, Synergy_ZIP=8.54, Synergy_Bliss=7.84, Synergy_Loewe=-61.7, Synergy_HSA=8.88. (6) Drug 1: CC12CCC(CC1=CCC3C2CCC4(C3CC=C4C5=CN=CC=C5)C)O. Drug 2: C1=NC2=C(N=C(N=C2N1C3C(C(C(O3)CO)O)F)Cl)N. Cell line: KM12. Synergy scores: CSS=22.0, Synergy_ZIP=-3.88, Synergy_Bliss=-3.98, Synergy_Loewe=-11.2, Synergy_HSA=-3.38. (7) Drug 1: C(CN)CNCCSP(=O)(O)O. Drug 2: N.N.Cl[Pt+2]Cl. Cell line: A498. Synergy scores: CSS=26.5, Synergy_ZIP=-7.30, Synergy_Bliss=0.185, Synergy_Loewe=-39.6, Synergy_HSA=-0.709.